From a dataset of Catalyst prediction with 721,799 reactions and 888 catalyst types from USPTO. Predict which catalyst facilitates the given reaction. (1) Reactant: C(N(CC)CC)C.C[Si]([N:12]=[C:13]=[O:14])(C)C.[NH2:15][CH2:16][CH2:17][O:18][C:19]1[CH:24]=[CH:23][C:22]([C:25]2[O:29][C:28]([CH2:30][NH:31][C:32](=[O:35])[CH2:33][CH3:34])=[N:27][C:26]=2[C:36]2[CH:41]=[CH:40][C:39]([O:42][CH3:43])=[CH:38][CH:37]=2)=[CH:21][CH:20]=1. Product: [NH2:12][C:13]([NH:15][CH2:16][CH2:17][O:18][C:19]1[CH:24]=[CH:23][C:22]([C:25]2[O:29][C:28]([CH2:30][NH:31][C:32](=[O:35])[CH2:33][CH3:34])=[N:27][C:26]=2[C:36]2[CH:37]=[CH:38][C:39]([O:42][CH3:43])=[CH:40][CH:41]=2)=[CH:21][CH:20]=1)=[O:14]. The catalyst class is: 4. (2) Reactant: [CH3:1][O:2][C:3]1[CH:8]=[CH:7][C:6]([N:9]2[C:13]3[CH:14]=[CH:15][CH:16]=[CH:17][C:12]=3[N:11]=[C:10]2[C:18]2[NH:19][CH:20]=[CH:21][CH:22]=2)=[CH:5][CH:4]=1.C1OCCOCCOCCOCCOCCOC1.C[Si]([N-][Si](C)(C)C)(C)C.[K+].[C:51]1(C)[CH:56]=CC=C[CH:52]=1.ICCC. Product: [CH3:1][O:2][C:3]1[CH:4]=[CH:5][C:6]([N:9]2[C:13]3[CH:14]=[CH:15][CH:16]=[CH:17][C:12]=3[N:11]=[C:10]2[C:18]2[N:19]([CH2:52][CH2:51][CH3:56])[CH:20]=[CH:21][CH:22]=2)=[CH:7][CH:8]=1. The catalyst class is: 49. (3) Reactant: [NH2:1][C:2]1[N:7]=[C:6]([NH2:8])[CH:5]=[C:4]([OH:9])[N:3]=1.[C:10]([O-])(=O)[CH3:11].[Na+].ClCC=O. Product: [NH2:1][C:2]1[N:3]=[C:4]([OH:9])[C:5]2[CH:11]=[CH:10][NH:8][C:6]=2[N:7]=1. The catalyst class is: 6. (4) Reactant: [H-].[Na+].CI.[CH3:5]N(C=O)C.[CH2:10]([O:17][C@@H:18]([CH3:31])[C@@H:19]([NH:23][C:24]([O:26][C:27]([CH3:30])([CH3:29])[CH3:28])=[O:25])[C:20]([OH:22])=[O:21])[C:11]1[CH:16]=[CH:15][CH:14]=[CH:13][CH:12]=1. Product: [CH2:10]([O:17][C@@H:18]([CH3:31])[C@@H:19]([N:23]([C:24]([O:26][C:27]([CH3:30])([CH3:29])[CH3:28])=[O:25])[CH3:5])[C:20]([OH:22])=[O:21])[C:11]1[CH:12]=[CH:13][CH:14]=[CH:15][CH:16]=1. The catalyst class is: 1. (5) Reactant: C(O[C:4]([C:6]1[N:7]=[C:8]([C:24]#[N:25])[C:9]2[C:14]([C:15]=1[OH:16])=[CH:13][CH:12]=[C:11]([O:17][C:18]1[CH:19]=[N:20][CH:21]=[CH:22][CH:23]=1)[CH:10]=2)=[O:5])C.[C:26]([O:30][C:31](=[O:37])[C:32]([CH3:36])([CH3:35])[CH2:33][NH2:34])([CH3:29])([CH3:28])[CH3:27]. Product: [C:26]([O:30][C:31](=[O:37])[C:32]([CH3:36])([CH3:35])[CH2:33][NH:34][C:4]([C:6]1[N:7]=[C:8]([C:24]#[N:25])[C:9]2[C:14]([C:15]=1[OH:16])=[CH:13][CH:12]=[C:11]([O:17][C:18]1[CH:19]=[N:20][CH:21]=[CH:22][CH:23]=1)[CH:10]=2)=[O:5])([CH3:29])([CH3:27])[CH3:28]. The catalyst class is: 14. (6) Reactant: O=[CH:2][CH2:3][C@H:4]([NH:6][C:7](=[O:13])[O:8][C:9]([CH3:12])([CH3:11])[CH3:10])[CH3:5].[C:14]([CH:19]=P(C1C=CC=CC=1)(C1C=CC=CC=1)C1C=CC=CC=1)([O:16][CH2:17][CH3:18])=[O:15]. Product: [C:9]([O:8][C:7]([NH:6][C@H:4]([CH3:5])[CH2:3]/[CH:2]=[CH:19]/[C:14]([O:16][CH2:17][CH3:18])=[O:15])=[O:13])([CH3:12])([CH3:11])[CH3:10]. The catalyst class is: 1. (7) Reactant: [C:1]([O:5][C:6]([N:8]1[CH2:13][CH2:12][C@H:11]([C:14]2[CH:15]=[C:16]([C:20]3[CH:25]=[CH:24][CH:23]=[CH:22][CH:21]=3)[CH:17]=[CH:18][CH:19]=2)[C@@H:10]([OH:26])[CH2:9]1)=[O:7])([CH3:4])([CH3:3])[CH3:2].[H-].[Na+].Br[CH2:30][C:31]1[CH:40]=[CH:39][C:38]2[C:33](=[CH:34][CH:35]=[CH:36][CH:37]=2)[CH:32]=1.O. Product: [C:1]([O:5][C:6]([N:8]1[CH2:13][CH2:12][C@H:11]([C:14]2[CH:15]=[C:16]([C:20]3[CH:21]=[CH:22][CH:23]=[CH:24][CH:25]=3)[CH:17]=[CH:18][CH:19]=2)[C@@H:10]([O:26][CH2:30][C:31]2[CH:40]=[CH:39][C:38]3[C:33](=[CH:34][CH:35]=[CH:36][CH:37]=3)[CH:32]=2)[CH2:9]1)=[O:7])([CH3:4])([CH3:2])[CH3:3]. The catalyst class is: 44. (8) Reactant: [NH2:1][C:2]1[C:3]2[C:10]([Cl:11])=[CH:9][N:8]([C@@H:12]3[O:16][C@@:15]([CH2:19][OH:20])([C:17]#[CH:18])[C@@H:14]([O:21][Si](C(C)(C)C)(C)C)[CH2:13]3)[C:4]=2[N:5]=[CH:6][N:7]=1.CCCC[N+](CCCC)(CCCC)CCCC.[F-].O.C(#N)C. Product: [NH2:1][C:2]1[C:3]2[C:10]([Cl:11])=[CH:9][N:8]([C@@H:12]3[O:16][C@:15]([C:17]#[CH:18])([CH2:19][OH:20])[C@@H:14]([OH:21])[CH2:13]3)[C:4]=2[N:5]=[CH:6][N:7]=1. The catalyst class is: 1. (9) Product: [ClH:15].[C:6](=[NH:14])([O:3][CH3:1])[CH2:7][CH2:8][CH2:9][CH2:10][CH2:11][CH2:12][CH3:13]. Reactant: [C:1](OC)(=[O:3])C.[C:6](#[N:14])[CH2:7][CH2:8][CH2:9][CH2:10][CH2:11][CH2:12][CH3:13].[ClH:15].CC1CCCCC1. The catalyst class is: 5.